From a dataset of Forward reaction prediction with 1.9M reactions from USPTO patents (1976-2016). Predict the product of the given reaction. (1) The product is: [Cl:1][C:15]([CH3:17])([CH3:16])[CH:14]([N:2]=[O:4])[CH2:13][O:12][CH2:10][CH3:11]. Given the reactants [ClH:1].[N:2]([O:4]CCC(C)C)=O.[CH2:10]([O:12][CH2:13][CH:14]=[C:15]([CH3:17])[CH3:16])[CH3:11], predict the reaction product. (2) The product is: [OH:16][C:17]1[C:22]2[N:23]=[C:24]([NH:26][C:27](=[O:34])[C:28]3[CH:29]=[CH:30][CH:31]=[CH:32][CH:33]=3)[S:25][C:21]=2[C:20]([N:35]2[CH2:36][CH2:37][O:38][CH2:39][CH2:40]2)=[CH:19][CH:18]=1. Given the reactants NC1C=C(N2CCOCC2)C=CC=1O.C[O:16][C:17]1[C:22]2[N:23]=[C:24]([NH:26][C:27](=[O:34])[C:28]3[CH:33]=[CH:32][CH:31]=[CH:30][CH:29]=3)[S:25][C:21]=2[C:20]([N:35]2[CH2:40][CH2:39][O:38][CH2:37][CH2:36]2)=[CH:19][CH:18]=1, predict the reaction product. (3) Given the reactants [C:1]([O:5][C@@H:6]([C:10]1[C:11]([C:30]2[CH:35]=[CH:34][C:33](Cl)=[CH:32][CH:31]=2)=[C:12]2[C:17](=[CH:18][C:19]=1[CH3:20])[N:16]=[C:15]([CH2:21][N:22]([CH3:29])[C:23]1C=CC=CC=1)[CH:14]=[CH:13]2)[C:7]([OH:9])=[O:8])([CH3:4])([CH3:3])[CH3:2].C(O[C@@H](C1C(C2CCCCC=2)=C2C(=CC=1C)N=C(CN(C)C)C=C2)C(OCC)=O)(C)(C)C, predict the reaction product. The product is: [C:1]([O:5][C@@H:6]([C:10]1[C:11]([C:30]2[CH2:35][CH2:34][CH2:33][CH2:32][CH:31]=2)=[C:12]2[C:17](=[CH:18][C:19]=1[CH3:20])[N:16]=[C:15]([CH2:21][N:22]([CH3:29])[CH3:23])[CH:14]=[CH:13]2)[C:7]([OH:9])=[O:8])([CH3:4])([CH3:2])[CH3:3]. (4) Given the reactants [CH3:1][O:2][C:3]([NH:5][C@@H:6]([CH:19]([CH3:21])[CH3:20])[C:7]([N:9]1[CH2:13][C:12](=[O:14])[CH2:11][C@H:10]1[C:15]([O:17][CH3:18])=[O:16])=[O:8])=[O:4].[CH2:22](O)[CH2:23][OH:24].C1(C)C=CC=CC=1, predict the reaction product. The product is: [CH3:1][O:2][C:3]([NH:5][C@@H:6]([CH:19]([CH3:21])[CH3:20])[C:7]([N:9]1[C@H:10]([C:15]([O:17][CH3:18])=[O:16])[CH2:11][C:12]2([O:24][CH2:23][CH2:22][O:14]2)[CH2:13]1)=[O:8])=[O:4]. (5) Given the reactants [CH3:1][O:2][C:3](=[O:15])[CH2:4][C@:5]1([CH2:11][N:12]=[C:13]=[O:14])[CH2:9][CH2:8][C@@H:7]([CH3:10])[CH2:6]1.C1(C)C=CC=CC=1.[CH3:23][OH:24], predict the reaction product. The product is: [CH3:1][O:2][C:3](=[O:15])[CH2:4][C@:5]1([CH2:11][NH:12][C:13]([O:24][CH3:23])=[O:14])[CH2:9][CH2:8][C@@H:7]([CH3:10])[CH2:6]1. (6) Given the reactants C[O:2][C:3](=[O:29])[CH2:4][C:5]1[CH:10]=[CH:9][C:8]([O:11][CH2:12][CH2:13][CH2:14][O:15][N:16]=[C:17]([C:19]2[CH:24]=[CH:23][C:22]([C:25]([CH3:28])([CH3:27])[CH3:26])=[CH:21][CH:20]=2)[CH3:18])=[CH:7][CH:6]=1.[OH-].[Na+], predict the reaction product. The product is: [C:25]([C:22]1[CH:21]=[CH:20][C:19]([C:17](=[N:16][O:15][CH2:14][CH2:13][CH2:12][O:11][C:8]2[CH:7]=[CH:6][C:5]([CH2:4][C:3]([OH:29])=[O:2])=[CH:10][CH:9]=2)[CH3:18])=[CH:24][CH:23]=1)([CH3:28])([CH3:26])[CH3:27]. (7) Given the reactants [CH2:1]([O:3]CC)C.Br[C:7]1[CH:8]=[CH:9][C:10]([CH2:13][O:14][C:15]2[CH:20]=[CH:19][CH:18]=[CH:17][CH:16]=2)=[N:11][CH:12]=1.C([Li])CCC.CN(C)C=O, predict the reaction product. The product is: [O:14]([CH2:13][C:10]1[N:11]=[CH:12][C:7]([CH:1]=[O:3])=[CH:8][CH:9]=1)[C:15]1[CH:20]=[CH:19][CH:18]=[CH:17][CH:16]=1. (8) Given the reactants [CH:1]1([C:4]2[CH:9]=[CH:8][C:7](B3OC(C)(C)C(C)(C)O3)=[CH:6][N:5]=2)[CH2:3][CH2:2]1.Br[C:20]1[S:24][C:23]([C:25]2([C:31]3[CH:40]=[CH:39][C:34]([C:35]([O:37][CH3:38])=[O:36])=[CH:33][CH:32]=3)[CH2:30][CH2:29][O:28][CH2:27][CH2:26]2)=[N:22][CH:21]=1.C(=O)([O-])[O-].[K+].[K+], predict the reaction product. The product is: [CH:1]1([C:4]2[N:5]=[CH:6][C:7]([C:20]3[S:24][C:23]([C:25]4([C:31]5[CH:40]=[CH:39][C:34]([C:35]([O:37][CH3:38])=[O:36])=[CH:33][CH:32]=5)[CH2:30][CH2:29][O:28][CH2:27][CH2:26]4)=[N:22][CH:21]=3)=[CH:8][CH:9]=2)[CH2:2][CH2:3]1.